This data is from Catalyst prediction with 721,799 reactions and 888 catalyst types from USPTO. The task is: Predict which catalyst facilitates the given reaction. Reactant: [Cl:1][C:2]1[C:7]([NH2:8])=[C:6]([NH:9][CH2:10][CH:11]([CH3:13])[CH3:12])[CH:5]=[C:4]([CH3:14])[N:3]=1.C(N(CC)CC)C.[CH2:22]([O:24][CH2:25][C:26](Cl)=[O:27])[CH3:23]. Product: [Cl:1][C:2]1[C:7]([NH:8][C:26](=[O:27])[CH2:25][O:24][CH2:22][CH3:23])=[C:6]([NH:9][CH2:10][CH:11]([CH3:12])[CH3:13])[CH:5]=[C:4]([CH3:14])[N:3]=1. The catalyst class is: 4.